This data is from Microsomal clearance measurements from AstraZeneca. The task is: Regression/Classification. Given a drug SMILES string, predict its absorption, distribution, metabolism, or excretion properties. Task type varies by dataset: regression for continuous measurements (e.g., permeability, clearance, half-life) or binary classification for categorical outcomes (e.g., BBB penetration, CYP inhibition). For this dataset (clearance_microsome_az), we predict log10(clearance) (log10 of the in vitro intrinsic clearance, CLint, in uL/min per mg of human liver microsomal protein, equivalently mL/min/g; values are censored to the assay range of 3 to 150, which is 0.477 to 2.18 on this log10 scale). (1) The compound is Cc1ccc(NC(=O)c2cccc(N3CCOCC3)c2)cc1NC(=O)c1ccc(OCc2ccccn2)cc1. The log10(clearance) is 1.48. (2) The drug is C[C@H](CO)Nc1nc(SCc2cccc(F)c2F)nc2nc(NC3CC3)sc12. The log10(clearance) is 1.82. (3) The molecule is Cc1ccc2c(N)c(C(N)=O)sc2n1. The log10(clearance) is 1.11.